From a dataset of Catalyst prediction with 721,799 reactions and 888 catalyst types from USPTO. Predict which catalyst facilitates the given reaction. (1) Reactant: [CH:1]([NH:4][C:5]([C:7]1[C:15]2[C:11](=[CH:12][NH:13][N:14]=2)[CH:10]=[C:9]([CH3:16])[C:8]=1[NH:17][C:18]([C:20]1[N:21]([C:27]2[C:32]([Cl:33])=[CH:31][CH:30]=[CH:29][N:28]=2)[N:22]=[C:23]([O:25][CH3:26])[CH:24]=1)=[O:19])=[O:6])([CH3:3])[CH3:2].[H-].[Na+].FC(F)(F)S(O[CH2:42][C:43]([F:46])([F:45])[F:44])(=O)=O.CCOC(C)=O. Product: [CH:1]([NH:4][C:5]([C:7]1[C:15]2[C:11](=[CH:12][N:13]([CH2:42][C:43]([F:46])([F:45])[F:44])[N:14]=2)[CH:10]=[C:9]([CH3:16])[C:8]=1[NH:17][C:18]([C:20]1[N:21]([C:27]2[C:32]([Cl:33])=[CH:31][CH:30]=[CH:29][N:28]=2)[N:22]=[C:23]([O:25][CH3:26])[CH:24]=1)=[O:19])=[O:6])([CH3:3])[CH3:2]. The catalyst class is: 20. (2) Reactant: [C:1]([C:5]1[CH:25]=[CH:24][C:8]([CH2:9][N:10]([CH2:17][CH:18]([OH:23])[C:19]([F:22])([F:21])[F:20])C(=O)C(F)(F)F)=[CH:7][CH:6]=1)([CH3:4])([CH3:3])[CH3:2].[OH-].[Na+].Cl. Product: [C:1]([C:5]1[CH:25]=[CH:24][C:8]([CH2:9][NH:10][CH2:17][CH:18]([OH:23])[C:19]([F:22])([F:20])[F:21])=[CH:7][CH:6]=1)([CH3:4])([CH3:2])[CH3:3]. The catalyst class is: 621. (3) Reactant: [N:1]1[C:5]2[CH:6]=[CH:7][CH:8]=[CH:9][C:4]=2[NH:3][C:2]=1[CH2:10][CH2:11][C:12]1[CH:17]=[CH:16][CH:15]=[C:14]([O:18][CH2:19][CH3:20])[CH:13]=1.C([O-])([O-])=O.[K+].[K+].Br[CH2:28][CH:29]([CH3:31])[CH3:30]. Product: [CH2:19]([O:18][C:14]1[CH:13]=[C:12]([CH2:11][CH2:10][C:2]2[N:3]([CH2:28][CH:29]([CH3:31])[CH3:30])[C:4]3[CH:9]=[CH:8][CH:7]=[CH:6][C:5]=3[N:1]=2)[CH:17]=[CH:16][CH:15]=1)[CH3:20]. The catalyst class is: 3.